Dataset: Full USPTO retrosynthesis dataset with 1.9M reactions from patents (1976-2016). Task: Predict the reactants needed to synthesize the given product. (1) Given the product [ClH:1].[ClH:1].[CH3:45][C:43]1[C:44]([C:10]2[C:9](=[O:19])[NH:8][C:7](=[O:20])[N:6]([CH2:5][CH2:4][CH2:3][CH2:2][N:31]3[CH2:32][C@H:33]4[C@:29]([C:26]5[CH:25]=[CH:24][C:23]([C:22]([F:21])([F:35])[F:36])=[CH:28][CH:27]=5)([CH2:34]4)[CH2:30]3)[CH:11]=2)=[CH:46][CH:42]=[CH:40][N:39]=1, predict the reactants needed to synthesize it. The reactants are: [Cl:1][CH2:2][CH2:3][CH2:4][CH2:5][N:6]1[CH:11]=[C:10](C2(C)C=CC=CN2)[C:9](=[O:19])[NH:8][C:7]1=[O:20].[F:21][C:22]([F:36])([F:35])[C:23]1[CH:28]=[CH:27][C:26]([C@:29]23[CH2:34][C@H:33]2[CH2:32][NH:31][CH2:30]3)=[CH:25][CH:24]=1.CC[N:39]([CH:43]([CH3:45])[CH3:44])[CH:40]([CH3:42])C.[CH3:46]CO. (2) Given the product [Cl:1][C:2]1[C:10]2[C:5](=[C:6]([NH:11][S:25]([C:21]3[S:20][CH:24]=[CH:23][CH:22]=3)(=[O:27])=[O:26])[CH:7]=[CH:8][CH:9]=2)[N:4]([CH2:12][O:13][CH3:14])[C:3]=1[C:15]1[S:16][CH:17]=[CH:18][N:19]=1, predict the reactants needed to synthesize it. The reactants are: [Cl:1][C:2]1[C:10]2[C:5](=[C:6]([NH2:11])[CH:7]=[CH:8][CH:9]=2)[N:4]([CH2:12][O:13][CH3:14])[C:3]=1[C:15]1[S:16][CH:17]=[CH:18][N:19]=1.[S:20]1[CH:24]=[CH:23][CH:22]=[C:21]1[S:25](Cl)(=[O:27])=[O:26]. (3) Given the product [N:41]1[C:42]2[C:51](=[CH:50][CH:49]=[C:48]3[C:43]=2[N:44]=[CH:45][CH:46]=[CH:47]3)[CH:52]=[CH:53][C:40]=1[C:37]1[CH:38]=[CH:39][C:34]([C:18]2[CH:17]=[CH:16][CH:15]=[C:14]([C:12]3[N:13]=[C:8]([C:4]4[CH:5]=[CH:6][CH:7]=[CH:2][CH:3]=4)[N:9]=[C:10]([C:20]4[CH:25]=[CH:24][CH:23]=[CH:22][CH:21]=4)[N:11]=3)[CH:19]=2)=[CH:35][CH:36]=1, predict the reactants needed to synthesize it. The reactants are: Br[C:2]1[CH:3]=[C:4]([C:8]2[N:13]=[C:12]([C:14]3[CH:19]=[CH:18][CH:17]=[CH:16][CH:15]=3)[N:11]=[C:10]([C:20]3[CH:25]=[CH:24][CH:23]=[CH:22][CH:21]=3)[N:9]=2)[CH:5]=[CH:6][CH:7]=1.CC1(C)C(C)(C)OB([C:34]2[CH:39]=[CH:38][C:37]([C:40]3[CH:53]=[CH:52][C:51]4[C:42](=[C:43]5[C:48](=[CH:49][CH:50]=4)[CH:47]=[CH:46][CH:45]=[N:44]5)[N:41]=3)=[CH:36][CH:35]=2)O1.C(=O)([O-])[O-].[Cs+].[Cs+].C1(P(C2C=CC=CC=2)C2C=CC=CC=2)C=CC=CC=1. (4) Given the product [Cl:17][C:18]1[CH:23]=[C:22]([C:2]2[N:7]=[N:6][C:5]([NH2:8])=[N:4][C:3]=2[C:9]2[CH:14]=[CH:13][CH:12]=[C:11]([O:15][CH3:16])[CH:10]=2)[CH:21]=[CH:20][CH:19]=1, predict the reactants needed to synthesize it. The reactants are: Br[C:2]1[N:7]=[N:6][C:5]([NH2:8])=[N:4][C:3]=1[C:9]1[CH:14]=[CH:13][CH:12]=[C:11]([O:15][CH3:16])[CH:10]=1.[Cl:17][C:18]1[CH:19]=[C:20](B(O)O)[CH:21]=[CH:22][CH:23]=1. (5) Given the product [Br:1][C:2]1[CH:3]=[CH:4][C:5]([O:8][CH2:11][CH2:10][Br:9])=[CH:6][N:7]=1, predict the reactants needed to synthesize it. The reactants are: [Br:1][C:2]1[N:7]=[CH:6][C:5]([OH:8])=[CH:4][CH:3]=1.[Br:9][CH2:10][CH2:11]Br.O.CCOC(C)=O.